From a dataset of Forward reaction prediction with 1.9M reactions from USPTO patents (1976-2016). Predict the product of the given reaction. (1) Given the reactants F[C:2]1[CH:3]=[C:4]2[C:9](=[CH:10][C:11]=1[N+:12]([O-:14])=[O:13])[NH:8][C:7](=[O:15])[N:6]([NH:16][S:17]([CH3:20])(=[O:19])=[O:18])[C:5]2=[O:21].[NH2:22][CH:23]([CH3:26])[CH2:24][OH:25], predict the reaction product. The product is: [OH:25][CH2:24][CH:23]([NH:22][C:2]1[CH:3]=[C:4]2[C:9](=[CH:10][C:11]=1[N+:12]([O-:14])=[O:13])[NH:8][C:7](=[O:15])[N:6]([NH:16][S:17]([CH3:20])(=[O:19])=[O:18])[C:5]2=[O:21])[CH3:26]. (2) Given the reactants C([NH:5][S:6]([C:9]1[CH:10]=[C:11]([C:15]2[CH:20]=[CH:19][CH:18]=[C:17]([C:21]3[CH:26]=[C:25]([C:27]4[CH:32]=[CH:31][C:30]([C:33]([F:36])([F:35])[F:34])=[CH:29][CH:28]=4)[CH:24]=[C:23]([CH2:37][CH3:38])[N:22]=3)[CH:16]=2)[CH:12]=[CH:13][CH:14]=1)(=[O:8])=[O:7])(C)(C)C.C(O)(C(F)(F)F)=O, predict the reaction product. The product is: [CH2:37]([C:23]1[N:22]=[C:21]([C:17]2[CH:16]=[C:15]([C:11]3[CH:12]=[CH:13][CH:14]=[C:9]([S:6]([NH2:5])(=[O:8])=[O:7])[CH:10]=3)[CH:20]=[CH:19][CH:18]=2)[CH:26]=[C:25]([C:27]2[CH:32]=[CH:31][C:30]([C:33]([F:35])([F:36])[F:34])=[CH:29][CH:28]=2)[CH:24]=1)[CH3:38]. (3) Given the reactants [CH2:1]([O:3][CH2:4][CH2:5][O:6][CH2:7][CH2:8]O)C.[CH2:10]([O:17][C:18]1[CH:27]=[CH:26][CH:25]=[C:24]2[C:19]=1[CH2:20][CH2:21][CH2:22][CH:23]2[C:28]([N:30]([C:37]1[CH:38]=[N:39][C:40]([CH:43]([CH3:45])[CH3:44])=[CH:41][CH:42]=1)[CH2:31][C:32]1[CH:33]=[N:34][NH:35][CH:36]=1)=[O:29])[C:11]1[CH:16]=[CH:15][CH:14]=[CH:13][CH:12]=1, predict the reaction product. The product is: [CH2:10]([O:17][C:18]1[CH:27]=[CH:26][CH:25]=[C:24]2[C:19]=1[CH2:20][CH2:21][CH2:22][CH:23]2[C:28]([N:30]([CH2:31][C:32]1[CH:33]=[N:34][N:35]([CH2:8][CH2:7][O:6][CH2:5][CH2:4][O:3][CH3:1])[CH:36]=1)[C:37]1[CH:38]=[N:39][C:40]([CH:43]([CH3:45])[CH3:44])=[CH:41][CH:42]=1)=[O:29])[C:11]1[CH:12]=[CH:13][CH:14]=[CH:15][CH:16]=1. (4) Given the reactants [CH3:1][N:2]1[C:6]([CH2:7][O:8][C:9]2[CH:14]=[CH:13][CH:12]=[C:11]([C@H:15]([C:28]3[CH:33]=[CH:32][CH:31]=[CH:30][CH:29]=3)[NH:16][C:17]([O:19][C@@H:20]3[CH:25]4[CH2:26][CH2:27][N:22]([CH2:23][CH2:24]4)[CH2:21]3)=[O:18])[CH:10]=2)=[CH:5][C:4]([C:34](O)=[O:35])=[N:3]1.C(N(CC)CC)C.[CH2:44]([O:46][CH:47]([O:52][CH2:53][CH3:54])[CH2:48][CH2:49][CH2:50][NH2:51])[CH3:45].CCN=C=NCCCN(C)C.OC1C=CC=C[N+]=1[O-], predict the reaction product. The product is: [CH2:53]([O:52][CH:47]([O:46][CH2:44][CH3:45])[CH2:48][CH2:49][CH2:50][NH:51][C:34]([C:4]1[CH:5]=[C:6]([CH2:7][O:8][C:9]2[CH:10]=[C:11]([C@@H:15]([NH:16][C:17](=[O:18])[O:19][C@@H:20]3[CH:25]4[CH2:24][CH2:23][N:22]([CH2:27][CH2:26]4)[CH2:21]3)[C:28]3[CH:29]=[CH:30][CH:31]=[CH:32][CH:33]=3)[CH:12]=[CH:13][CH:14]=2)[N:2]([CH3:1])[N:3]=1)=[O:35])[CH3:54].